Dataset: Catalyst prediction with 721,799 reactions and 888 catalyst types from USPTO. Task: Predict which catalyst facilitates the given reaction. Reactant: [C:1]([C:3]1[C:8]2[S:9][CH:10]=[CH:11][C:7]=2[C:6]([NH:12][C@H:13]([C@H:17]([OH:19])[CH3:18])[C:14]([OH:16])=O)=[CH:5][CH:4]=1)#[N:2].[C:20]([C:22]1[CH:31]=[CH:30][C:25]([C:26]([NH:28][NH2:29])=[O:27])=[CH:24][CH:23]=1)#[N:21].C1C=CC2N(O)N=NC=2C=1.C(Cl)CCl.CCN(CC)CC. Product: [C:20]([C:22]1[CH:23]=[CH:24][C:25]([C:26]([NH:28][NH:29][C:14](=[O:16])[C@H:13]([NH:12][C:6]2[C:7]3[CH:11]=[CH:10][S:9][C:8]=3[C:3]([C:1]#[N:2])=[CH:4][CH:5]=2)[C@H:17]([OH:19])[CH3:18])=[O:27])=[CH:30][CH:31]=1)#[N:21]. The catalyst class is: 118.